From a dataset of Reaction yield outcomes from USPTO patents with 853,638 reactions. Predict the reaction yield, written as a fraction of the theoretical maximum amount of product (1.0 means a 100% yield; for example, 0.34 means a 34% yield). (1) The reactants are [CH3:1][C:2]1[N:3]=[C:4]([CH2:7][CH2:8][C:9]([F:12])([F:11])[F:10])[NH:5][CH:6]=1.[OH-].[K+].Cl[C:16]1[C:21]([N+:22]([O-:24])=[O:23])=[CH:20][CH:19]=[C:18]([Cl:25])[N:17]=1. The catalyst is CN(C=O)C.O. The product is [Cl:25][C:18]1[N:17]=[C:16]([N:5]2[CH:6]=[C:2]([CH3:1])[N:3]=[C:4]2[CH2:7][CH2:8][C:9]([F:12])([F:11])[F:10])[C:21]([N+:22]([O-:24])=[O:23])=[CH:20][CH:19]=1. The yield is 0.280. (2) The reactants are [N:1]1([C:7]2[CH:16]=[CH:15][CH:14]=[C:13]3[C:8]=2[CH:9]=[CH:10][C:11]([C:17]#[N:18])=[N:12]3)[CH2:6][CH2:5][NH:4][CH2:3][CH2:2]1.O=[CH:20][CH2:21][C:22]1[C:31]2[O:30][CH2:29][C:28]3=[C:32]([C:35]([O:37][CH2:38][CH3:39])=[O:36])[N:33]=[CH:34][N:27]3[C:26]=2[CH:25]=[CH:24][CH:23]=1.C(O[BH-](OC(=O)C)OC(=O)C)(=O)C.[Na+].O. The catalyst is C(Cl)Cl. The product is [CH2:38]([O:37][C:35]([C:32]1[N:33]=[CH:34][N:27]2[C:26]3[CH:25]=[CH:24][CH:23]=[C:22]([CH2:21][CH2:20][N:4]4[CH2:5][CH2:6][N:1]([C:7]5[CH:16]=[CH:15][CH:14]=[C:13]6[C:8]=5[CH:9]=[CH:10][C:11]([C:17]#[N:18])=[N:12]6)[CH2:2][CH2:3]4)[C:31]=3[O:30][CH2:29][C:28]=12)=[O:36])[CH3:39]. The yield is 0.750. (3) The reactants are ClC1SC2[NH:6][C:7]([C:9]([NH:11][CH:12]3[CH2:21][C:20]4[C:15](=CC=CC=4)[N:14](CC4NN=NN=4)[C:13]3=O)=[O:10])=[CH:8]C=2C=1.FC(F)(F)C(O)=O. The catalyst is C(Cl)Cl. The product is [NH2:6][CH:7]1[CH2:8][C:21]2[C:12](=[CH:13][N:14]=[CH:15][CH:20]=2)[NH:11][C:9]1=[O:10]. The yield is 0.820. (4) The reactants are [CH:1]1([N:6]([CH3:34])[C:7]2[C:8]([CH3:33])=[C:9]([CH:23]=[C:24]([C:26]3[CH2:27][CH2:28][N:29]([CH3:32])[CH2:30][CH:31]=3)[CH:25]=2)[C:10]([NH:12][CH2:13][C:14]2[C:15](=[O:22])[NH:16][C:17]([CH3:21])=[CH:18][C:19]=2[CH3:20])=[O:11])[CH2:5][CH2:4][CH2:3][CH2:2]1. The catalyst is C(O)C.[Pd]. The product is [CH:1]1([N:6]([CH3:34])[C:7]2[C:8]([CH3:33])=[C:9]([CH:23]=[C:24]([CH:26]3[CH2:31][CH2:30][N:29]([CH3:32])[CH2:28][CH2:27]3)[CH:25]=2)[C:10]([NH:12][CH2:13][C:14]2[C:15](=[O:22])[NH:16][C:17]([CH3:21])=[CH:18][C:19]=2[CH3:20])=[O:11])[CH2:5][CH2:4][CH2:3][CH2:2]1. The yield is 0.660. (5) The reactants are [CH3:1][C:2]1[C:7]([CH3:8])=[CH:6][C:5]([CH3:9])=[CH:4][C:3]=1O.O[CH:12]([C:16]1[CH:21]=[CH:20][C:19]([Br:22])=[CH:18][CH:17]=1)[C:13]([OH:15])=[O:14]. The catalyst is C(OCC)(=O)C.CCCCCC. The product is [Br:22][C:19]1[CH:20]=[CH:21][C:16]([CH:12]2[C:4]3[C:5]([CH3:9])=[CH:6][C:7]([CH3:8])=[C:2]([CH3:1])[C:3]=3[O:15][C:13]2=[O:14])=[CH:17][CH:18]=1. The yield is 0.430. (6) The reactants are Cl.[NH:2]1[CH2:5][CH2:4][CH2:3]1.[Br:6][C:7]1[CH:8]=[CH:9][C:10](F)=[N:11][CH:12]=1.C([O-])([O-])=O.[Cs+].[Cs+]. The catalyst is CS(C)=O. The product is [N:2]1([C:10]2[CH:9]=[CH:8][C:7]([Br:6])=[CH:12][N:11]=2)[CH2:5][CH2:4][CH2:3]1. The yield is 0.860.